This data is from Catalyst prediction with 721,799 reactions and 888 catalyst types from USPTO. The task is: Predict which catalyst facilitates the given reaction. Reactant: [NH:1]1[C:9]2[C:4](=[CH:5][CH:6]=[CH:7][CH:8]=2)[C:3]([CH2:10][N:11]2[CH2:16][CH2:15][CH2:14][C:13]3([CH2:21][CH2:20][N:19]([C:22]4[N:27]=[C:26]([CH3:28])[CH:25]=[C:24]([CH3:29])[N:23]=4)[CH2:18][CH2:17]3)[C:12]2=[O:30])=[CH:2]1.[H-].[Na+].[CH3:33]I.O. Product: [CH3:29][C:24]1[CH:25]=[C:26]([CH3:28])[N:27]=[C:22]([N:19]2[CH2:18][CH2:17][C:13]3([C:12](=[O:30])[N:11]([CH2:10][C:3]4[C:4]5[C:9](=[CH:8][CH:7]=[CH:6][CH:5]=5)[N:1]([CH3:33])[CH:2]=4)[CH2:16][CH2:15][CH2:14]3)[CH2:21][CH2:20]2)[N:23]=1. The catalyst class is: 1.